Dataset: Reaction yield outcomes from USPTO patents with 853,638 reactions. Task: Predict the reaction yield, written as a fraction of the theoretical maximum amount of product (1.0 means a 100% yield; for example, 0.34 means a 34% yield). (1) The reactants are Cl[C:2]1[N:3]=[CH:4][C:5]2[O:6][CH2:7][C:8](=[O:12])[NH:9][C:10]=2[N:11]=1.[CH3:13][C@H:14]1[O:19][CH2:18][C@@H:17]([C:20]2[CH:25]=[CH:24][CH:23]=[CH:22][CH:21]=2)[NH:16][CH2:15]1.C(N(CC)CC)C.Cl. The catalyst is C(OCC)(=O)C.CN1CCCC1=O. The product is [CH3:13][C@@H:14]1[CH2:15][N:16]([C:2]2[N:3]=[CH:4][C:5]3[O:6][CH2:7][C:8](=[O:12])[NH:9][C:10]=3[N:11]=2)[C@H:17]([C:20]2[CH:21]=[CH:22][CH:23]=[CH:24][CH:25]=2)[CH2:18][O:19]1. The yield is 0.430. (2) The reactants are Br[C:2]1[CH:3]=[C:4]([NH:8][C:9](=[O:15])[O:10][C:11]([CH3:14])([CH3:13])[CH3:12])[CH:5]=[N:6][CH:7]=1.[Na+].[I-:17].CN(C)CCN. The catalyst is O1CCOCC1.[Cu]I. The product is [I:17][C:2]1[CH:3]=[C:4]([NH:8][C:9](=[O:15])[O:10][C:11]([CH3:14])([CH3:13])[CH3:12])[CH:5]=[N:6][CH:7]=1. The yield is 0.870. (3) The product is [O:23]1[C:32]2[CH:31]=[C:30]([CH2:33][NH:1][CH:2]3[CH2:3][CH2:4][N:5]([CH2:8][CH2:9][N:10]4[C:15]5[CH:16]=[C:17]([O:20][CH3:21])[CH:18]=[CH:19][C:14]=5[S:13][CH2:12][C:11]4=[O:22])[CH2:6][CH2:7]3)[N:29]=[CH:28][C:27]=2[O:26][CH2:25][CH2:24]1. No catalyst specified. The reactants are [NH2:1][CH:2]1[CH2:7][CH2:6][N:5]([CH2:8][CH2:9][N:10]2[C:15]3[CH:16]=[C:17]([O:20][CH3:21])[CH:18]=[CH:19][C:14]=3[S:13][CH2:12][C:11]2=[O:22])[CH2:4][CH2:3]1.[O:23]1[C:32]2[CH:31]=[C:30]([CH:33]=O)[N:29]=[CH:28][C:27]=2[O:26][CH2:25][CH2:24]1.C([BH3-])#N.[Na+]. The yield is 0.130. (4) The reactants are [NH2:1]/[C:2](=[N:19]\[O:20][C:21]([C:23]1[CH:28]=[CH:27][C:26]([C:29]2[CH:34]=[CH:33][CH:32]=[CH:31][C:30]=2[CH3:35])=[C:25]([C:36]([F:39])([F:38])[F:37])[CH:24]=1)=O)/[C:3]1[CH:8]=[CH:7][C:6]([C@H:9]([NH:11][C:12](=[O:18])[O:13][C:14]([CH3:17])([CH3:16])[CH3:15])[CH3:10])=[CH:5][CH:4]=1. The catalyst is C1(C)C=CC=CC=1. The product is [CH3:35][C:30]1[CH:31]=[CH:32][CH:33]=[CH:34][C:29]=1[C:26]1[CH:27]=[CH:28][C:23]([C:21]2[O:20][N:19]=[C:2]([C:3]3[CH:4]=[CH:5][C:6]([C@H:9]([NH:11][C:12](=[O:18])[O:13][C:14]([CH3:16])([CH3:17])[CH3:15])[CH3:10])=[CH:7][CH:8]=3)[N:1]=2)=[CH:24][C:25]=1[C:36]([F:39])([F:37])[F:38]. The yield is 1.00. (5) The reactants are [Cl:1][C:2](Cl)([O:4]C(=O)OC(Cl)(Cl)Cl)Cl.[CH3:13][S:14]([N:17]1[CH2:22][CH2:21][NH:20][CH2:19][C@@H:18]1[CH3:23])(=[O:16])=[O:15].N1C=CC=CC=1. The catalyst is C(Cl)Cl. The product is [CH3:13][S:14]([N:17]1[CH2:22][CH2:21][N:20]([C:2]([Cl:1])=[O:4])[CH2:19][C@@H:18]1[CH3:23])(=[O:15])=[O:16]. The yield is 0.620. (6) The reactants are [F:1][C:2]1[CH:3]=[C:4]2[C:9](=[CH:10][CH:11]=1)[CH:8]=[N:7][C:6]([NH:12][C:13](=[O:44])[O:14][CH2:15][C@@H:16]([N:30]([CH3:43])[C:31]([NH:33][CH2:34][C:35]1[CH:40]=[CH:39][CH:38]=[C:37]([F:41])[C:36]=1[Cl:42])=[O:32])[CH2:17][NH:18][C:19](=[O:29])[CH2:20][NH:21]C(OC(C)(C)C)=O)=[CH:5]2.C(O)(C(F)(F)F)=O.Cl. The catalyst is C(Cl)Cl. The product is [F:1][C:2]1[CH:3]=[C:4]2[C:9](=[CH:10][CH:11]=1)[CH:8]=[N:7][C:6]([NH:12][C:13](=[O:44])[O:14][CH2:15][C@@H:16]([N:30]([CH3:43])[C:31]([NH:33][CH2:34][C:35]1[CH:40]=[CH:39][CH:38]=[C:37]([F:41])[C:36]=1[Cl:42])=[O:32])[CH2:17][NH:18][C:19](=[O:29])[CH2:20][NH2:21])=[CH:5]2. The yield is 0.930. (7) The product is [CH3:18][O:17][C:14]1[CH:13]=[CH:12][C:11]([N:3]2[C:4]3[C:9](=[CH:8][CH:7]=[CH:6][CH:5]=3)[CH:10]=[C:2]2[CH3:1])=[CH:16][CH:15]=1. The yield is 0.430. The catalyst is CN1CCCC1=O.C(=O)(O)[O-].[Na+]. The reactants are [CH3:1][C:2]1[N:3]([C:11]2[CH:16]=[CH:15][C:14]([O:17][CH2:18]CCN3CCCC3)=[CH:13][CH:12]=2)[C:4]2[C:9]([CH:10]=1)=[CH:8][CH:7]=[CH:6][CH:5]=2.ClCCCOC1C=CC(N2C3C(=CC=CC=3)C=C2C)=CC=1.N1CCCC1.C(=O)([O-])[O-].[K+].[K+].[I-].[K+]. (8) The reactants are [F:1][CH:2]([F:21])[O:3][C:4]1[CH:11]=[C:10](B2OC(C)(C)C(C)(C)O2)[CH:9]=[CH:8][C:5]=1[C:6]#[N:7].Br[C:23]1[CH:24]=[N:25][CH:26]=[CH:27][C:28]=1[CH:29]([OH:31])[CH3:30].C(Cl)[Cl:33].C([O-])([O-])=O.[Na+].[Na+]. The catalyst is CN(C=O)C.C1C=CC(P(C2C=CC=CC=2)[C-]2C=CC=C2)=CC=1.C1C=CC(P(C2C=CC=CC=2)[C-]2C=CC=C2)=CC=1.Cl[Pd]Cl.[Fe+2]. The product is [Cl:33][C:23]1[C:28]([CH:29]([OH:31])[CH3:30])=[C:27]([C:10]2[CH:9]=[CH:8][C:5]([C:6]#[N:7])=[C:4]([O:3][CH:2]([F:1])[F:21])[CH:11]=2)[CH:26]=[N:25][CH:24]=1. The yield is 0.320. (9) The product is [OH:1][C:2]1[CH:3]=[CH:4][C:5]([CH2:8][C:9]([OH:11])=[O:10])=[CH:6][C:7]=1[N+:12]([O-:14])=[O:13]. The reactants are [OH:1][C:2]1[CH:7]=[CH:6][C:5]([CH2:8][C:9]([OH:11])=[O:10])=[CH:4][CH:3]=1.[N+:12]([O-])([OH:14])=[O:13]. The yield is 0.390. The catalyst is CC(O)=O. (10) The reactants are [C:1]([C@@H:4]([NH:12][C:13](=[O:22])[O:14]CC1C=CN=CC=1)[CH2:5][C:6]1[CH:11]=[CH:10][CH:9]=[CH:8][CH:7]=1)([OH:3])=O.CC[N:25]([CH:29]([CH3:31])C)[CH:26]([CH3:28])C.CN(C(ON1N=N[C:42]2C=CC=C[C:41]1=2)=[N+](C)C)C.[B-](F)(F)(F)F.[F:54][CH:55]([F:58])[CH2:56][NH2:57].[ClH:59].CCOCC. The catalyst is CN(C=O)C.C(#N)C. The product is [ClH:59].[N:25]1[CH:26]=[CH:28][C:41]([CH2:42][N:12]([C@@H:4]([CH2:5][C:6]2[CH:7]=[CH:8][CH:9]=[CH:10][CH:11]=2)[C:1]([NH:57][CH2:56][CH:55]([F:58])[F:54])=[O:3])[C:13](=[O:22])[OH:14])=[CH:31][CH:29]=1. The yield is 0.480.